Predict the reactants needed to synthesize the given product. From a dataset of Full USPTO retrosynthesis dataset with 1.9M reactions from patents (1976-2016). Given the product [Cl:5][C:6]1[CH:7]=[CH:8][C:9]([C:12]2[CH:13]=[CH:14][C:15]([C:18]([NH:21][CH2:22][CH2:23][C:24]3[CH:34]=[CH:33][C:27]([C:28]([O:30][CH2:31][CH3:32])=[O:29])=[CH:26][CH:25]=3)=[O:20])=[CH:16][CH:17]=2)=[CH:10][CH:11]=1, predict the reactants needed to synthesize it. The reactants are: S(Cl)(Cl)=O.[Cl:5][C:6]1[CH:11]=[CH:10][C:9]([C:12]2[CH:17]=[CH:16][C:15]([C:18]([OH:20])=O)=[CH:14][CH:13]=2)=[CH:8][CH:7]=1.[NH2:21][CH2:22][CH2:23][C:24]1[CH:34]=[CH:33][C:27]([C:28]([O:30][CH2:31][CH3:32])=[O:29])=[CH:26][CH:25]=1.Cl.